From a dataset of Full USPTO retrosynthesis dataset with 1.9M reactions from patents (1976-2016). Predict the reactants needed to synthesize the given product. (1) The reactants are: [NH:1]1[CH2:6][CH2:5][CH2:4][C@@H:3]([NH:7][C:8]([C:10]2[C:18]3[C:13](=[N:14][CH:15]=[C:16]([C:19]4[C:27]5[C:22](=[CH:23][C:24]([Cl:28])=[CH:25][CH:26]=5)[N:21]([CH3:29])[N:20]=4)[N:17]=3)[N:12]([CH2:30][O:31][CH2:32][CH2:33][Si:34]([CH3:37])([CH3:36])[CH3:35])[CH:11]=2)=[O:9])[CH2:2]1.C(N(CC)CC)C.[CH3:45][S:46](Cl)(=[O:48])=[O:47]. Given the product [CH3:45][S:46]([N:1]1[CH2:6][CH2:5][CH2:4][C@@H:3]([NH:7][C:8]([C:10]2[C:18]3[C:13](=[N:14][CH:15]=[C:16]([C:19]4[C:27]5[C:22](=[CH:23][C:24]([Cl:28])=[CH:25][CH:26]=5)[N:21]([CH3:29])[N:20]=4)[N:17]=3)[N:12]([CH2:30][O:31][CH2:32][CH2:33][Si:34]([CH3:37])([CH3:36])[CH3:35])[CH:11]=2)=[O:9])[CH2:2]1)(=[O:48])=[O:47], predict the reactants needed to synthesize it. (2) Given the product [NH2:1][C:2]1[N:10]=[CH:9][N:8]=[C:7]2[C:3]=1[N:4]=[CH:5][N:6]2[C@@H:11]1[O:12][C@H:13]([CH2:21][N:22]([CH3:43])[CH2:23][CH2:24][C@@H:25]([NH:29][C:30]([NH:32][C:33]2[CH:38]=[CH:37][C:36]([C:39]([CH3:41])([CH3:40])[CH3:42])=[CH:35][CH:34]=2)=[O:31])[CH:26]([CH3:27])[CH3:28])[C@@H:14]([OH:18])[C@H:15]1[OH:16], predict the reactants needed to synthesize it. The reactants are: [NH2:1][C:2]1[N:10]=[CH:9][N:8]=[C:7]2[C:3]=1[N:4]=[CH:5][N:6]2[C@H:11]1[C@@H:15]2[O:16]C(C)(C)[O:18][C@@H:14]2[C@@H:13]([CH2:21][N:22]([CH3:43])[CH2:23][CH2:24][C@@H:25]([NH:29][C:30]([NH:32][C:33]2[CH:38]=[CH:37][C:36]([C:39]([CH3:42])([CH3:41])[CH3:40])=[CH:35][CH:34]=2)=[O:31])[CH:26]([CH3:28])[CH3:27])[O:12]1. (3) Given the product [NH2:15][C:16]1[C:25]([CH3:26])=[CH:24][C:19]([C:20]([O:22][CH3:23])=[O:21])=[C:18]([C:27]([F:28])([F:29])[F:30])[C:17]=1[C:31]#[CH:32], predict the reactants needed to synthesize it. The reactants are: NC1C=CC(C(OC)=O)=C(Cl)C=1C#C.[NH2:15][C:16]1[C:25]([CH3:26])=[CH:24][C:19]([C:20]([O:22][CH3:23])=[O:21])=[C:18]([C:27]([F:30])([F:29])[F:28])[C:17]=1[C:31]#[C:32][Si](C)(C)C. (4) Given the product [CH3:1][C:2]1[CH:3]=[N+:4]([O-:9])[CH:5]=[C:6]([CH3:8])[CH:7]=1, predict the reactants needed to synthesize it. The reactants are: [CH3:1][C:2]1[CH:3]=[N:4][CH:5]=[C:6]([CH3:8])[CH:7]=1.[OH:9]O. (5) The reactants are: C(OC([N:8]1[CH2:13][CH2:12][N:11]([C:14]2[C:19]([O:20][CH2:21][C:22]3[CH:27]=[CH:26][N:25]=[CH:24][CH:23]=3)=[CH:18][CH:17]=[CH:16][N:15]=2)[CH2:10][CH2:9]1)=O)(C)(C)C.[F:28][C:29]([F:34])([F:33])[C:30]([OH:32])=[O:31]. Given the product [F:28][C:29]([F:34])([F:33])[C:30]([OH:32])=[O:31].[N:25]1[CH:26]=[CH:27][C:22]([CH2:21][O:20][C:19]2[C:14]([N:11]3[CH2:12][CH2:13][NH:8][CH2:9][CH2:10]3)=[N:15][CH:16]=[CH:17][CH:18]=2)=[CH:23][CH:24]=1, predict the reactants needed to synthesize it. (6) Given the product [CH3:12][N:13]([CH3:14])[C:2]1[N:7]=[C:6]([C:8]([F:11])([F:10])[F:9])[CH:5]=[CH:4][N:3]=1, predict the reactants needed to synthesize it. The reactants are: Cl[C:2]1[N:7]=[C:6]([C:8]([F:11])([F:10])[F:9])[CH:5]=[CH:4][N:3]=1.[CH3:12][NH:13][CH3:14]. (7) Given the product [F:15][C:16]1[CH:24]=[CH:23][C:19]([CH2:20][C:3]([C:5]2[N:6]=[CH:7][CH:8]=[CH:9][C:10]=2[C:11]([O:13][CH3:14])=[O:12])=[O:4])=[CH:18][CH:17]=1, predict the reactants needed to synthesize it. The reactants are: CO[C:3]([C:5]1[C:10]([C:11]([O:13][CH3:14])=[O:12])=[CH:9][CH:8]=[CH:7][N:6]=1)=[O:4].[F:15][C:16]1[CH:24]=[CH:23][C:19]([CH2:20][Mg]Cl)=[CH:18][CH:17]=1. (8) Given the product [CH3:41][C:26]([NH:25][CH2:4][CH:5]([C:7]1[CH:8]=[C:9]([NH:13][S:14]([C:17]2[CH:18]=[CH:19][CH:20]=[CH:21][CH:22]=2)(=[O:15])=[O:16])[CH:10]=[CH:11][CH:12]=1)[OH:6])([CH3:40])[CH2:27][CH2:28][N:29]1[C:33]2[CH:34]=[CH:35][CH:36]=[CH:37][C:32]=2[N:31]([CH3:38])[C:30]1=[O:39], predict the reactants needed to synthesize it. The reactants are: C(O[CH:4](O)[C:5]([C:7]1[CH:8]=[C:9]([NH:13][S:14]([C:17]2[CH:22]=[CH:21][CH:20]=[CH:19][CH:18]=2)(=[O:16])=[O:15])[CH:10]=[CH:11][CH:12]=1)=[O:6])C.Cl.[NH2:25][C:26]([CH3:41])([CH3:40])[CH2:27][CH2:28][N:29]1[C:33]2[CH:34]=[CH:35][CH:36]=[CH:37][C:32]=2[N:31]([CH3:38])[C:30]1=[O:39].C(N(CC)CC)C.[BH4-].[Na+]. (9) Given the product [OH:27][C:26]1[C:25]2[C:20](=[CH:21][CH:22]=[C:23]([O:28][CH3:29])[N:24]=2)[N:19]=[CH:18][C:17]=1[O:16][CH2:15][CH2:14][N:11]1[CH2:12][CH2:13][CH:8]([NH:7][C:6]([C:39]2[CH:40]=[CH:41][C:35]3[S:34][CH2:33][C:32](=[O:31])[NH:37][C:36]=3[CH:38]=2)=[O:30])[CH2:9][CH2:10]1, predict the reactants needed to synthesize it. The reactants are: C(O[C:6](=[O:30])[NH:7][CH:8]1[CH2:13][CH2:12][N:11]([CH2:14][CH2:15][O:16][C:17]2[CH:18]=[N:19][C:20]3[C:25]([C:26]=2[OH:27])=[N:24][C:23]([O:28][CH3:29])=[CH:22][CH:21]=3)[CH2:10][CH2:9]1)(C)(C)C.[O:31]=[C:32]1[NH:37][C:36]2[CH:38]=[C:39](C(O)=O)[CH:40]=[CH:41][C:35]=2[S:34][CH2:33]1. (10) Given the product [CH2:1]([O:8][CH2:9][C:10]1[NH:11][C:12]([I:26])=[C:13]([C:15]([F:17])([F:18])[F:16])[N:14]=1)[C:2]1[CH:3]=[CH:4][CH:5]=[CH:6][CH:7]=1, predict the reactants needed to synthesize it. The reactants are: [CH2:1]([O:8][CH2:9][C:10]1[NH:11][CH:12]=[C:13]([C:15]([F:18])([F:17])[F:16])[N:14]=1)[C:2]1[CH:7]=[CH:6][CH:5]=[CH:4][CH:3]=1.C1C(=O)N([I:26])C(=O)C1.